Predict the product of the given reaction. From a dataset of Forward reaction prediction with 1.9M reactions from USPTO patents (1976-2016). (1) Given the reactants [C:1]([O:5][C:6]([N:8]1[CH2:13][C@H:12]([CH2:14][O:15][CH3:16])[N:11]([CH2:17][C:18]([N:20]2[C:28]3[CH:27]=[C:26]([C:29]4[CH2:33][CH2:32][CH2:31][CH:30]=4)[N:25]=[CH:24][C:23]=3[C:22]([CH3:35])([CH3:34])[CH2:21]2)=[O:19])[CH2:10][C@H:9]1[CH3:36])=[O:7])([CH3:4])([CH3:3])[CH3:2], predict the reaction product. The product is: [C:1]([O:5][C:6]([N:8]1[CH2:13][C@H:12]([CH2:14][O:15][CH3:16])[N:11]([CH2:17][C:18]([N:20]2[C:28]3[CH:27]=[C:26]([CH:29]4[CH2:30][CH2:31][CH2:32][CH2:33]4)[N:25]=[CH:24][C:23]=3[C:22]([CH3:35])([CH3:34])[CH2:21]2)=[O:19])[CH2:10][C@H:9]1[CH3:36])=[O:7])([CH3:4])([CH3:2])[CH3:3]. (2) Given the reactants [CH:1]1[C:11]2[CH2:10][CH2:9][C:8]3[CH:12]=[CH:13][CH:14]=[CH:15][C:7]=3[C:6](=[CH:16][C:17]3[CH:22]=[CH:21][CH:20]=[CH:19][C:18]=3[NH2:23])[C:5]=2[CH:4]=[CH:3][CH:2]=1.[C:24](Cl)(=[O:26])[CH3:25], predict the reaction product. The product is: [CH:1]1[C:11]2[CH2:10][CH2:9][C:8]3[CH:12]=[CH:13][CH:14]=[CH:15][C:7]=3[C:6](=[CH:16][C:17]3[CH:22]=[CH:21][CH:20]=[CH:19][C:18]=3[NH:23][C:24](=[O:26])[CH3:25])[C:5]=2[CH:4]=[CH:3][CH:2]=1. (3) Given the reactants [Cl:1][C:2]1[CH:12]=[CH:11][C:5]2[CH2:6][CH2:7][NH:8][CH2:9][CH2:10][C:4]=2[C:3]=1[NH:13][CH2:14][C:15]1[CH:20]=[CH:19][C:18]([S:21][C:22](=[O:26])[N:23]([CH3:25])[CH3:24])=[CH:17][CH:16]=1.[C:27]([O:31][C:32](O[C:32]([O:31][C:27]([CH3:30])([CH3:29])[CH3:28])=[O:33])=[O:33])([CH3:30])([CH3:29])[CH3:28].C(N(CC)CC)C, predict the reaction product. The product is: [C:27]([O:31][C:32]([N:8]1[CH2:9][CH2:10][C:4]2[C:3]([NH:13][CH2:14][C:15]3[CH:20]=[CH:19][C:18]([S:21][C:22](=[O:26])[N:23]([CH3:24])[CH3:25])=[CH:17][CH:16]=3)=[C:2]([Cl:1])[CH:12]=[CH:11][C:5]=2[CH2:6][CH2:7]1)=[O:33])([CH3:30])([CH3:29])[CH3:28]. (4) Given the reactants [Br:1][C:2]1[CH:3]=[C:4]2[C:9](=[CH:10][C:11]=1[CH3:12])[N:8]=[CH:7][N:6]([N:13](C1C=C(C#N)C=CC=1SCC)[C:14](=[O:20])[O:15][C:16]([CH3:19])([CH3:18])[CH3:17])[C:5]2=[O:32].[CH2:33]([S:35]([C:38]1[CH:45]=[CH:44][C:41]([C:42]#[N:43])=[CH:40][C:39]=1C)(=[O:37])=[O:36])[CH3:34], predict the reaction product. The product is: [Br:1][C:2]1[CH:3]=[C:4]2[C:9](=[CH:10][C:11]=1[CH3:12])[N:8]=[CH:7][N:6]([N:13]([C:39]1[CH:40]=[C:41]([C:42]#[N:43])[CH:44]=[CH:45][C:38]=1[S:35]([CH2:33][CH3:34])(=[O:36])=[O:37])[C:14](=[O:20])[O:15][C:16]([CH3:17])([CH3:18])[CH3:19])[C:5]2=[O:32]. (5) Given the reactants [CH3:1][N:2]([CH2:25][CH2:26][N:27]1[CH2:31][CH2:30][CH2:29][CH2:28]1)[C:3]([N:5]1[CH:9]([C:10]2[CH:15]=[CH:14][CH:13]=[CH:12][CH:11]=2)[CH:8]2[CH2:16][O:17][C:18]3[CH:19]=[CH:20][C:21]([F:24])=[CH:22][C:23]=3[C:7]2=[N:6]1)=[O:4].[C:32]([N:35]1CCNCC1)(=[O:34])[CH3:33], predict the reaction product. The product is: [C:32]([N:35]1[CH2:29][CH2:28][N:27]([CH2:26][CH2:25][N:2]([CH3:1])[C:3]([N:5]2[CH:9]([C:10]3[CH:15]=[CH:14][CH:13]=[CH:12][CH:11]=3)[CH:8]3[CH2:16][O:17][C:18]4[CH:19]=[CH:20][C:21]([F:24])=[CH:22][C:23]=4[C:7]3=[N:6]2)=[O:4])[CH2:31][CH2:30]1)(=[O:34])[CH3:33]. (6) Given the reactants [F:1][C:2]([F:18])([F:17])[C:3]1[CH:8]=[CH:7][C:6]([C:9]2[CH:14]=[CH:13][C:12]([CH:15]=O)=[CH:11][CH:10]=2)=[CH:5][CH:4]=1.[CH2:19]([N:21]([CH2:25][CH3:26])[CH2:22][CH2:23][NH2:24])[CH3:20], predict the reaction product. The product is: [CH2:19]([N:21]([CH2:25][CH3:26])[CH2:22][CH2:23][NH:24][CH2:15][C:12]1[CH:13]=[CH:14][C:9]([C:6]2[CH:7]=[CH:8][C:3]([C:2]([F:18])([F:17])[F:1])=[CH:4][CH:5]=2)=[CH:10][CH:11]=1)[CH3:20].